Dataset: Reaction yield outcomes from USPTO patents with 853,638 reactions. Task: Predict the reaction yield, written as a fraction of the theoretical maximum amount of product (1.0 means a 100% yield; for example, 0.34 means a 34% yield). (1) The reactants are [N:1]1([CH2:7][CH2:8][CH2:9][O:10][C:11]2[CH:16]=[CH:15][C:14]([C:17]3([CH2:23][NH2:24])[CH2:22][CH2:21][O:20][CH2:19][CH2:18]3)=[CH:13][CH:12]=2)[CH2:6][CH2:5][S:4][CH2:3][CH2:2]1.[C:25](OC(=O)C)(=[O:27])[CH3:26]. The product is [N:1]1([CH2:7][CH2:8][CH2:9][O:10][C:11]2[CH:12]=[CH:13][C:14]([C:17]3([CH2:23][NH:24][C:25](=[O:27])[CH3:26])[CH2:22][CH2:21][O:20][CH2:19][CH2:18]3)=[CH:15][CH:16]=2)[CH2:6][CH2:5][S:4][CH2:3][CH2:2]1. No catalyst specified. The yield is 1.00. (2) The reactants are [F:1][C:2]1[CH:7]=[CH:6][C:5]([F:8])=[CH:4][C:3]=1[S:9]([NH:12][C:13]1[C:14]([F:23])=[C:15]([CH:20]=[CH:21][CH:22]=1)[C:16]([O:18]C)=O)(=[O:11])=[O:10].[Li+].C[Si]([N-][Si](C)(C)C)(C)C.[Cl:34][C:35]1[N:40]=[C:39]([CH3:41])[CH:38]=[CH:37][N:36]=1. The catalyst is C1COCC1. The product is [Cl:34][C:35]1[N:40]=[C:39]([CH2:41][C:16]([C:15]2[C:14]([F:23])=[C:13]([NH:12][S:9]([C:3]3[CH:4]=[C:5]([F:8])[CH:6]=[CH:7][C:2]=3[F:1])(=[O:10])=[O:11])[CH:22]=[CH:21][CH:20]=2)=[O:18])[CH:38]=[CH:37][N:36]=1. The yield is 0.332.